From a dataset of Forward reaction prediction with 1.9M reactions from USPTO patents (1976-2016). Predict the product of the given reaction. (1) Given the reactants [Cl:1][C:2]1[N:7]=[C:6]([C:8](Cl)=[O:9])[CH:5]=[C:4]([Cl:11])[N:3]=1.CCN(C(C)C)C(C)C.[C:21]([OH:25])([CH3:24])([CH3:23])[CH3:22].N1C=CC=CC=1, predict the reaction product. The product is: [Cl:1][C:2]1[N:7]=[C:6]([C:8]([O:25][C:21]([CH3:24])([CH3:23])[CH3:22])=[O:9])[CH:5]=[C:4]([Cl:11])[N:3]=1. (2) Given the reactants [CH3:1][C:2]1[O:6][C:5]([C:7]2[CH:12]=[CH:11][CH:10]=[CH:9][CH:8]=2)=[N:4][C:3]=1[CH2:13][CH2:14][O:15][C:16]1[C:24]2[CH:23]=[CH:22][S:21][C:20]=2[C:19]([CH:25]=[C:26]2[S:30][C:29](=[O:31])[NH:28][C:27]2=[O:32])=[CH:18][CH:17]=1.N1C=C(C(O)=O)C=C(C(O)=O)C=1.C1(C)C=C(C)C=C(C)C=1.C(N(CC)CC)C, predict the reaction product. The product is: [CH3:1][C:2]1[O:6][C:5]([C:7]2[CH:12]=[CH:11][CH:10]=[CH:9][CH:8]=2)=[N:4][C:3]=1[CH2:13][CH2:14][O:15][C:16]1[C:24]2[CH:23]=[CH:22][S:21][C:20]=2[C:19]([CH2:25][CH:26]2[S:30][C:29](=[O:31])[NH:28][C:27]2=[O:32])=[CH:18][CH:17]=1.